From a dataset of Forward reaction prediction with 1.9M reactions from USPTO patents (1976-2016). Predict the product of the given reaction. (1) Given the reactants C([O:3][C:4](=[O:22])[CH:5](C#N)[C:6]1([C:12]2[CH:17]=[CH:16][C:15]([O:18][CH3:19])=[CH:14][CH:13]=2)[CH2:11][CH2:10][CH2:9][CH2:8][CH2:7]1)C.[OH-].[K+].C(O)CO, predict the reaction product. The product is: [CH3:19][O:18][C:15]1[CH:14]=[CH:13][C:12]([C:6]2([CH2:5][C:4]([OH:22])=[O:3])[CH2:11][CH2:10][CH2:9][CH2:8][CH2:7]2)=[CH:17][CH:16]=1. (2) Given the reactants C(C1N=C(NC(C2C=CN3C(=O)C(/C=C/C(O)=O)=C(N4CCC[C@@H](O)C4)N=C3C=2)=O)SC=1)(C)(C)C.[NH2:36][C:37]([O:39][C@@H:40]1[CH2:45][CH2:44][CH2:43][N:42]([C:46]2[N:47]=[C:48]3[CH:65]=[C:64]([C:66]([NH:68][C:69]4[S:70][CH:71]=[C:72]([C:74]([CH3:77])([CH3:76])[CH3:75])[N:73]=4)=[O:67])[CH:63]=[CH:62][N:49]3[C:50](=[O:61])[C:51]=2/[CH:52]=[CH:53]/[C:54]([O:56]C(C)(C)C)=[O:55])[CH2:41]1)=[O:38], predict the reaction product. The product is: [NH2:36][C:37]([O:39][C@@H:40]1[CH2:45][CH2:44][CH2:43][N:42]([C:46]2[N:47]=[C:48]3[CH:65]=[C:64]([C:66]([NH:68][C:69]4[S:70][CH:71]=[C:72]([C:74]([CH3:77])([CH3:76])[CH3:75])[N:73]=4)=[O:67])[CH:63]=[CH:62][N:49]3[C:50](=[O:61])[C:51]=2/[CH:52]=[CH:53]/[C:54]([OH:56])=[O:55])[CH2:41]1)=[O:38]. (3) Given the reactants [Cl:1][C:2]1[CH:7]=[CH:6][C:5]([C:8]2[CH:13]=[N:12][N:11]3[C:14](=[O:17])[NH:15][N:16]=[C:10]3[C:9]=2[C:18]2[CH:23]=[CH:22][C:21]([Cl:24])=[CH:20][CH:19]=2)=[CH:4][CH:3]=1.C1C=CC(P(C2C=CC=CC=2)C2C=CC=CC=2)=CC=1.[N:44]1[CH:49]=[CH:48][CH:47]=[N:46][C:45]=1[N:50]1[CH2:55][CH2:54][CH:53]([CH2:56]O)[CH2:52][CH2:51]1, predict the reaction product. The product is: [Cl:1][C:2]1[CH:7]=[CH:6][C:5]([C:8]2[CH:13]=[N:12][N:11]3[C:14](=[O:17])[N:15]([CH2:56][CH:53]4[CH2:52][CH2:51][N:50]([C:45]5[N:44]=[CH:49][CH:48]=[CH:47][N:46]=5)[CH2:55][CH2:54]4)[N:16]=[C:10]3[C:9]=2[C:18]2[CH:23]=[CH:22][C:21]([Cl:24])=[CH:20][CH:19]=2)=[CH:4][CH:3]=1. (4) Given the reactants C(P([CH2:7][C:8]([O:10][CH2:11][CH3:12])=[O:9])(CC)=O)C.[H-].[Na+].[CH:15]([C:17]1[CH:18]=[C:19]([CH3:36])[C:20]([N:23]2[CH2:28][CH2:27][N:26]([C:29]([O:31][C:32]([CH3:35])([CH3:34])[CH3:33])=[O:30])[CH2:25][CH2:24]2)=[N:21][CH:22]=1)=O.O, predict the reaction product. The product is: [CH2:11]([O:10][C:8](=[O:9])/[CH:7]=[CH:15]/[C:17]1[CH:18]=[C:19]([CH3:36])[C:20]([N:23]2[CH2:28][CH2:27][N:26]([C:29]([O:31][C:32]([CH3:34])([CH3:33])[CH3:35])=[O:30])[CH2:25][CH2:24]2)=[N:21][CH:22]=1)[CH3:12].